This data is from Full USPTO retrosynthesis dataset with 1.9M reactions from patents (1976-2016). The task is: Predict the reactants needed to synthesize the given product. Given the product [Cl:20][C:21]1[N:28]=[CH:27][C:26]([O:29][CH2:33][CH2:32][O:31][CH3:30])=[CH:25][C:22]=1[C:23]#[N:24], predict the reactants needed to synthesize it. The reactants are: C1(P(C2C=CC=CC=2)C2C=CC=CC=2)C=CC=CC=1.[Cl:20][C:21]1[N:28]=[CH:27][C:26]([OH:29])=[CH:25][C:22]=1[C:23]#[N:24].[CH3:30][O:31][CH2:32][CH2:33]O.CCOC(/N=N/C(OCC)=O)=O.